From a dataset of Catalyst prediction with 721,799 reactions and 888 catalyst types from USPTO. Predict which catalyst facilitates the given reaction. (1) Reactant: [F:1][C:2]([F:33])([F:32])[C:3]1[CH:8]=[CH:7][C:6]([CH2:9][CH2:10][C@@H:11]2[NH:16][CH2:15][CH2:14][N:13]([C:17]3[C:26]4[CH:25]=[C:24]([CH3:27])[S:23][C:22]=4[NH:21][C:20]4[CH:28]=[CH:29][CH:30]=[CH:31][C:19]=4[N:18]=3)[CH2:12]2)=[CH:5][CH:4]=1.C=O.[C:36](O[BH-](OC(=O)C)OC(=O)C)(=O)C.[Na+]. Product: [F:33][C:2]([F:1])([F:32])[C:3]1[CH:8]=[CH:7][C:6]([CH2:9][CH2:10][C@@H:11]2[N:16]([CH3:36])[CH2:15][CH2:14][N:13]([C:17]3[C:26]4[CH:25]=[C:24]([CH3:27])[S:23][C:22]=4[NH:21][C:20]4[CH:28]=[CH:29][CH:30]=[CH:31][C:19]=4[N:18]=3)[CH2:12]2)=[CH:5][CH:4]=1. The catalyst class is: 26. (2) The catalyst class is: 4. Reactant: C[O:2][C:3]1[CH:8]=[CH:7][C:6]([O:9]C)=[CH:5][C:4]=1[S:11][C:12]1[C:17]([C:18]([NH:20][CH2:21][C:22]23[CH2:31][CH:26]4[CH2:27][CH:28]([CH2:30][CH:24]([CH2:25]4)[CH2:23]2)[CH2:29]3)=[O:19])=[CH:16][CH:15]=[CH:14][N:13]=1.B(Br)(Br)Br.CO. Product: [OH:2][C:3]1[CH:8]=[CH:7][C:6]([OH:9])=[CH:5][C:4]=1[S:11][C:12]1[C:17]([C:18]([NH:20][CH2:21][C:22]23[CH2:31][CH:26]4[CH2:27][CH:28]([CH2:30][CH:24]([CH2:25]4)[CH2:23]2)[CH2:29]3)=[O:19])=[CH:16][CH:15]=[CH:14][N:13]=1. (3) The catalyst class is: 2. Product: [CH3:1][O:2][C:3](=[O:32])[C:4]1[CH:9]=[C:8]([O:10][C:11]2[CH:16]=[CH:15][C:14]([NH:17][S:33]([C:36]3[CH:42]=[CH:41][C:39]([CH3:40])=[CH:38][CH:37]=3)(=[O:35])=[O:34])=[C:13]([NH:18][CH2:19][CH3:20])[CH:12]=2)[CH:7]=[CH:6][C:5]=1[NH:21][S:22]([C:25]1[CH:26]=[CH:27][C:28]([CH3:31])=[CH:29][CH:30]=1)(=[O:24])=[O:23]. Reactant: [CH3:1][O:2][C:3](=[O:32])[C:4]1[CH:9]=[C:8]([O:10][C:11]2[CH:16]=[CH:15][C:14]([NH2:17])=[C:13]([NH:18][CH2:19][CH3:20])[CH:12]=2)[CH:7]=[CH:6][C:5]=1[NH:21][S:22]([C:25]1[CH:30]=[CH:29][C:28]([CH3:31])=[CH:27][CH:26]=1)(=[O:24])=[O:23].[S:33](Cl)([C:36]1[CH:42]=[CH:41][C:39]([CH3:40])=[CH:38][CH:37]=1)(=[O:35])=[O:34].N1C=CC=CC=1. (4) Reactant: [OH-].[Na+].C[O:4][C:5]([C:7]1[N:8]=[CH:9][S:10][C:11]=1/[CH:12]=[CH:13]\[S:14][C:15]([C:28]1[CH:33]=[CH:32][CH:31]=[CH:30][CH:29]=1)([C:22]1[CH:27]=[CH:26][CH:25]=[CH:24][CH:23]=1)[C:16]1[CH:21]=[CH:20][CH:19]=[CH:18][CH:17]=1)=[O:6].Cl.C(OCC)(=O)C. Product: [C:5]([C:7]1[N:8]=[CH:9][S:10][C:11]=1/[CH:12]=[CH:13]\[S:14][C:15]([C:28]1[CH:33]=[CH:32][CH:31]=[CH:30][CH:29]=1)([C:16]1[CH:17]=[CH:18][CH:19]=[CH:20][CH:21]=1)[C:22]1[CH:27]=[CH:26][CH:25]=[CH:24][CH:23]=1)([OH:6])=[O:4]. The catalyst class is: 20.